This data is from Catalyst prediction with 721,799 reactions and 888 catalyst types from USPTO. The task is: Predict which catalyst facilitates the given reaction. (1) Reactant: [CH2:1]([O:8][C:9]1[CH:14]=[CH:13][C:12]([N:15]2[C:19]3=[N:20][CH:21]=[CH:22][CH:23]=[C:18]3[NH:17][C:16]2=[O:24])=[CH:11][CH:10]=1)[C:2]1[CH:7]=[CH:6][CH:5]=[CH:4][CH:3]=1.[H-].[Na+].I[CH2:28][CH3:29].[Cl-].[Cl-].[Ca+2]. Product: [CH2:1]([O:8][C:9]1[CH:10]=[CH:11][C:12]([N:15]2[C:19]3=[N:20][CH:21]=[CH:22][CH:23]=[C:18]3[N:17]([CH2:28][CH3:29])[C:16]2=[O:24])=[CH:13][CH:14]=1)[C:2]1[CH:7]=[CH:6][CH:5]=[CH:4][CH:3]=1. The catalyst class is: 3. (2) Reactant: [Br:1][C:2]1[CH:3]=[C:4]([N:8]2[CH2:13][CH2:12][CH:11]([NH:14][C:15](=[O:17])[CH3:16])[CH2:10][CH2:9]2)[CH:5]=[CH:6][CH:7]=1.[H-].[Na+].I[CH3:21]. Product: [Br:1][C:2]1[CH:3]=[C:4]([N:8]2[CH2:9][CH2:10][CH:11]([N:14]([CH3:21])[C:15](=[O:17])[CH3:16])[CH2:12][CH2:13]2)[CH:5]=[CH:6][CH:7]=1. The catalyst class is: 1. (3) Reactant: [CH:1]1([C:4]2[CH:5]=[CH:6][CH:7]=[C:8]3[C:13]=2[N:12]=[C:11]([C:14]([F:23])([F:22])[C:15]2[CH:20]=[CH:19][C:18]([F:21])=[CH:17][N:16]=2)[N:10]=[C:9]3O)[CH2:3][CH2:2]1.P(Br)(Br)(Br)=O.CCN(C(C)C)C(C)C.[CH3:39][C:40]1[NH:44][N:43]=[C:42]([NH2:45])[CH:41]=1. Product: [CH:1]1([C:4]2[CH:5]=[CH:6][CH:7]=[C:8]3[C:13]=2[N:12]=[C:11]([C:14]([F:23])([F:22])[C:15]2[CH:20]=[CH:19][C:18]([F:21])=[CH:17][N:16]=2)[N:10]=[C:9]3[NH:45][C:42]2[CH:41]=[C:40]([CH3:39])[NH:44][N:43]=2)[CH2:3][CH2:2]1. The catalyst class is: 575.